From a dataset of Reaction yield outcomes from USPTO patents with 853,638 reactions. Predict the reaction yield, written as a fraction of the theoretical maximum amount of product (1.0 means a 100% yield; for example, 0.34 means a 34% yield). (1) The reactants are [CH:1]1([C:6](=[NH:8])[NH2:7])[CH2:5][CH2:4][CH2:3][CH2:2]1.[F:9][C:10]([F:20])([F:19])[C:11](=O)[CH2:12][C:13](OCC)=[O:14].C[O-].[Na+]. The catalyst is C(O)C. The product is [CH:1]1([C:6]2[N:7]=[C:13]([OH:14])[CH:12]=[C:11]([C:10]([F:20])([F:19])[F:9])[N:8]=2)[CH2:5][CH2:4][CH2:3][CH2:2]1. The yield is 0.360. (2) The reactants are [CH3:1][O:2][C:3]1[C:8]2[N:9]=[C:10]([NH:12][C:13]([C:15]3[S:16][C:17]([CH3:20])=[CH:18][CH:19]=3)=[O:14])[S:11][C:7]=2[CH:6]=[CH:5][CH:4]=1.[I:21]Cl.C([O-])(=O)C.[Na+].COC(=O)NC1SC2C=CC=C(OC)C=2N=1. The catalyst is C(O)(=O)C. The product is [I:21][C:6]1[C:7]2[S:11][C:10]([NH:12][C:13]([C:15]3[S:16][C:17]([CH3:20])=[CH:18][CH:19]=3)=[O:14])=[N:9][C:8]=2[C:3]([O:2][CH3:1])=[CH:4][CH:5]=1. The yield is 0.930. (3) No catalyst specified. The yield is 0.760. The product is [CH3:1][C:2]1[CH:7]=[CH:6][C:5]([S:8]([O:47][CH2:46][CH2:45][NH:44][C:41]2[C:42](=[O:43])[N:38]([C:34]([CH3:37])([CH3:35])[CH3:36])[S:39](=[O:54])(=[O:55])[C:40]=2[C:48]2[CH:53]=[CH:52][CH:51]=[CH:50][CH:49]=2)(=[O:10])=[O:9])=[CH:4][CH:3]=1. The reactants are [CH3:1][C:2]1[CH:7]=[CH:6][C:5]([S:8](OCCCNC2C(=O)N(C(C)(C)C)S(=O)(=O)C=2C2C=CC=CC=2)(=[O:10])=[O:9])=[CH:4][CH:3]=1.[C:34]([N:38]1[C:42](=[O:43])[C:41]([NH:44][CH2:45][CH2:46][OH:47])=[C:40]([C:48]2[CH:53]=[CH:52][CH:51]=[CH:50][CH:49]=2)[S:39]1(=[O:55])=[O:54])([CH3:37])([CH3:36])[CH3:35].CC1C=CC(S(Cl)(=O)=O)=CC=1. (4) The reactants are [N:1]1[CH:6]=[CH:5][CH:4]=[CH:3][C:2]=1[C:7]1[O:8][C:9]2[CH2:14][CH2:13][NH:12][CH2:11][C:10]=2[N:15]=1.[C:16](Cl)(=[O:19])[O:17][CH3:18].C(N(CC)CC)C. The catalyst is C1COCC1. The product is [N:1]1[CH:6]=[CH:5][CH:4]=[CH:3][C:2]=1[C:7]1[O:8][C:9]2[CH2:14][CH2:13][N:12]([C:16]([O:17][CH3:18])=[O:19])[CH2:11][C:10]=2[N:15]=1. The yield is 0.600.